From a dataset of Aqueous solubility values for 9,982 compounds from the AqSolDB database. Regression/Classification. Given a drug SMILES string, predict its absorption, distribution, metabolism, or excretion properties. Task type varies by dataset: regression for continuous measurements (e.g., permeability, clearance, half-life) or binary classification for categorical outcomes (e.g., BBB penetration, CYP inhibition). For this dataset (solubility_aqsoldb), we predict Y. The Y is -1.60 log mol/L. The molecule is Cc1ncc(CO)c(C=NC(C(=O)O)C(C)C)c1O.